This data is from Full USPTO retrosynthesis dataset with 1.9M reactions from patents (1976-2016). The task is: Predict the reactants needed to synthesize the given product. (1) Given the product [NH2:19][CH2:18][C:16]1[C:15]([NH:20][C@H:21]([C:23]2[CH:24]=[CH:25][C:26]([F:29])=[CH:27][CH:28]=2)[CH3:22])=[CH:14][C:13]2[N:9]([C:6]3[CH:5]=[C:4]([CH:1]4[CH2:3][CH2:2]4)[NH:8][N:7]=3)[CH:10]=[N:11][C:12]=2[CH:17]=1, predict the reactants needed to synthesize it. The reactants are: [CH:1]1([C:4]2[NH:8][N:7]=[C:6]([N:9]3[C:13]4[CH:14]=[C:15]([NH:20][C@H:21]([C:23]5[CH:28]=[CH:27][C:26]([F:29])=[CH:25][CH:24]=5)[CH3:22])[C:16]([C:18]#[N:19])=[CH:17][C:12]=4[N:11]=[CH:10]3)[CH:5]=2)[CH2:3][CH2:2]1.[H][H]. (2) Given the product [CH3:31][N:32]([CH3:33])[CH:16]([C:17]1[CH:22]=[N:21][CH:20]=[CH:19][N:18]=1)[CH2:15][N:11]1[C:10]2[CH2:9][CH2:8][N:7]3[CH2:28][CH2:29][CH2:30][CH:6]3[C:5]=2[C:4]2[CH:3]=[C:2]([CH3:1])[CH:14]=[CH:13][C:12]1=2, predict the reactants needed to synthesize it. The reactants are: [CH3:1][C:2]1[CH:14]=[CH:13][C:12]2[N:11]([CH2:15][CH:16](OS(C)(=O)=O)[C:17]3[CH:22]=[N:21][CH:20]=[CH:19][N:18]=3)[C:10]3[CH2:9][CH2:8][N:7]4[CH2:28][CH2:29][CH2:30][CH:6]4[C:5]=3[C:4]=2[CH:3]=1.[CH3:31][NH:32][CH3:33].